From a dataset of Catalyst prediction with 721,799 reactions and 888 catalyst types from USPTO. Predict which catalyst facilitates the given reaction. Reactant: [OH:1][C:2]1[CH:13]=[CH:12][C:5]([CH2:6][CH:7]([C:10]#[N:11])[C:8]#[N:9])=[CH:4][CH:3]=1.[H-].[Na+].[H][H].[Cl-].[NH4+]. Product: [CH2:4]([C:7]([CH2:6][C:5]1[CH:4]=[CH:3][C:2]([OH:1])=[CH:13][CH:12]=1)([C:8]#[N:9])[C:10]#[N:11])[CH2:3][CH:2]=[CH2:13]. The catalyst class is: 9.